From a dataset of Full USPTO retrosynthesis dataset with 1.9M reactions from patents (1976-2016). Predict the reactants needed to synthesize the given product. Given the product [F:1][C:2]1[CH:24]=[C:23]([C:25]2([F:31])[CH2:30][CH2:29][N:28]([S:43]([CH3:42])(=[O:45])=[O:44])[CH2:27][CH2:26]2)[CH:22]=[C:21]([F:32])[C:3]=1[O:4][CH:5]1[CH2:10][CH2:9][N:8]([CH2:11][C:12]2[O:16][N:15]=[C:14]([C:17]([F:20])([F:18])[F:19])[N:13]=2)[CH2:7][CH2:6]1, predict the reactants needed to synthesize it. The reactants are: [F:1][C:2]1[CH:24]=[C:23]([C:25]2([F:31])[CH2:30][CH2:29][NH:28][CH2:27][CH2:26]2)[CH:22]=[C:21]([F:32])[C:3]=1[O:4][CH:5]1[CH2:10][CH2:9][N:8]([CH2:11][C:12]2[O:16][N:15]=[C:14]([C:17]([F:20])([F:19])[F:18])[N:13]=2)[CH2:7][CH2:6]1.C(N(C(C)C)C(C)C)C.[CH3:42][S:43](O[S:43]([CH3:42])(=[O:45])=[O:44])(=[O:45])=[O:44].C([O-])(O)=O.[Na+].